Dataset: Full USPTO retrosynthesis dataset with 1.9M reactions from patents (1976-2016). Task: Predict the reactants needed to synthesize the given product. (1) The reactants are: [Cl:1][C:2]1[N:7]=[C:6]([Cl:8])[CH:5]=[C:4]([Cl:9])[N:3]=1.Cl.[CH:11]12[O:18][CH:15]([CH2:16][CH2:17]1)[CH2:14][NH:13][CH2:12]2.CCN(CC)CC. Given the product [Cl:1][C:2]1[N:3]=[C:4]([N:13]2[CH2:12][CH:11]3[O:18][CH:15]([CH2:16][CH2:17]3)[CH2:14]2)[CH:5]=[C:6]([Cl:8])[N:7]=1.[Cl:9][C:4]1[CH:5]=[C:6]([Cl:8])[N:7]=[C:2]([N:13]2[CH2:12][CH:11]3[O:18][CH:15]([CH2:16][CH2:17]3)[CH2:14]2)[N:3]=1, predict the reactants needed to synthesize it. (2) Given the product [ClH:25].[O:12]([CH:10]1[CH2:11][NH:8][CH2:9]1)[C:13]1[CH:14]=[CH:15][CH:16]=[CH:17][CH:18]=1, predict the reactants needed to synthesize it. The reactants are: C1(C(C2C=CC=CC=2)[N:8]2[CH2:11][CH:10]([O:12][C:13]3[CH:18]=[CH:17][CH:16]=[CH:15][CH:14]=3)[CH2:9]2)C=CC=CC=1.[Cl:25]CCCl.ClC(OC(Cl)C)=O.